Predict the reactants needed to synthesize the given product. From a dataset of Full USPTO retrosynthesis dataset with 1.9M reactions from patents (1976-2016). (1) Given the product [S:1]1[C:5]2[CH:6]=[CH:7][CH:8]=[CH:9][C:4]=2[N:3]=[C:2]1[CH:33]([OH:34])[CH:32]=[CH:31][CH:28]1[CH2:27][CH2:26][N:25]([CH2:24][C:18]2[CH:19]=[CH:20][CH:21]=[CH:22][CH:23]=2)[CH2:30][CH2:29]1, predict the reactants needed to synthesize it. The reactants are: [S:1]1[C:5]2[CH:6]=[CH:7][CH:8]=[CH:9][C:4]=2[N:3]=[CH:2]1.C([N-]C(C)C)(C)C.[Li+].[C:18]1([CH2:24][N:25]2[CH2:30][CH2:29][CH:28]([CH:31]=[CH:32][CH:33]=[O:34])[CH2:27][CH2:26]2)[CH:23]=[CH:22][CH:21]=[CH:20][CH:19]=1. (2) Given the product [CH2:19]([N:4]([CH2:1][CH2:2][CH3:3])[CH2:5][CH2:6][CH2:7][CH2:8][N:9]([CH2:10][C:11]1[CH:12]=[CH:13][C:14]([C:15]#[N:16])=[CH:17][CH:18]=1)[CH2:28][C:26]1[O:27][C:23]([CH3:22])=[CH:24][CH:25]=1)[CH2:20][CH3:21], predict the reactants needed to synthesize it. The reactants are: [CH2:1]([N:4]([CH2:19][CH2:20][CH3:21])[CH2:5][CH2:6][CH2:7][CH2:8][NH:9][CH2:10][C:11]1[CH:18]=[CH:17][C:14]([C:15]#[N:16])=[CH:13][CH:12]=1)[CH2:2][CH3:3].[CH3:22][C:23]1[O:27][C:26]([CH:28]=O)=[CH:25][CH:24]=1.C(O[BH-](OC(=O)C)OC(=O)C)(=O)C.[Na+].C(=O)(O)[O-].[Na+]. (3) Given the product [F:13][C:14]1[C:19]([F:20])=[C:18]([O:12][CH2:11][C:7]2[C:5]3[CH:6]=[C:2]([CH3:1])[O:3][C:4]=3[CH:10]=[CH:9][CH:8]=2)[CH:17]=[CH:16][C:15]=1[CH2:22][CH2:23][C:24]([O:26][CH2:27][CH3:28])=[O:25], predict the reactants needed to synthesize it. The reactants are: [CH3:1][C:2]1[O:3][C:4]2[CH:10]=[CH:9][CH:8]=[C:7]([CH2:11][OH:12])[C:5]=2[CH:6]=1.[F:13][C:14]1[C:19]([F:20])=[C:18](O)[CH:17]=[CH:16][C:15]=1[CH2:22][CH2:23][C:24]([O:26][CH2:27][CH3:28])=[O:25].C1C=CC(P(C2C=CC=CC=2)C2C=CC=CC=2)=CC=1.CCOC(/N=N/C(OCC)=O)=O. (4) Given the product [F:16][C:17]1[CH:22]=[CH:21][C:20]([C:8]([C:3]2[CH:4]=[CH:5][CH:6]=[CH:7][C:2]=2[Cl:1])([Cl:14])[Cl:13])=[CH:19][CH:18]=1, predict the reactants needed to synthesize it. The reactants are: [Cl:1][C:2]1[CH:7]=[CH:6][CH:5]=[CH:4][C:3]=1[C:8](F)(F)F.[Al+3].[Cl-:13].[Cl-:14].[Cl-].[F:16][C:17]1[CH:22]=[CH:21][CH:20]=[CH:19][CH:18]=1. (5) The reactants are: [CH2:1]([O:8][CH2:9][CH2:10][CH2:11][C@@H:12]([CH2:16][C:17]([O:19][C:20]([CH3:23])([CH3:22])[CH3:21])=[O:18])[C:13]([O-:15])=[O:14])[C:2]1[CH:7]=[CH:6][CH:5]=[CH:4][CH:3]=1.[C:24]1([C@H:30]([NH2:32])[CH3:31])[CH:29]=[CH:28][CH:27]=[CH:26][CH:25]=1. Given the product [C:24]1([C@H:30]([NH2:32])[CH3:31])[CH:29]=[CH:28][CH:27]=[CH:26][CH:25]=1.[CH2:1]([O:8][CH2:9][CH2:10][CH2:11][C@@H:12]([CH2:16][C:17]([O:19][C:20]([CH3:23])([CH3:22])[CH3:21])=[O:18])[C:13]([OH:15])=[O:14])[C:2]1[CH:3]=[CH:4][CH:5]=[CH:6][CH:7]=1, predict the reactants needed to synthesize it. (6) Given the product [F:23][C:24]1[CH:25]=[CH:26][C:27]([CH2:30][S:31]([C:34]2[CH:35]=[C:36]3[C:40](=[CH:41][CH:42]=2)[NH:39][C:38](=[O:43])/[C:37]/3=[CH:21]\[C:3]2[NH:4][C:5]3[CH2:11][CH2:10][CH2:9][N:8]([CH2:12][CH2:13][N:14]4[CH2:19][CH2:18][O:17][CH2:16][CH2:15]4)[C:7](=[O:20])[C:6]=3[C:2]=2[CH3:1])(=[O:33])=[O:32])=[CH:28][CH:29]=1, predict the reactants needed to synthesize it. The reactants are: [CH3:1][C:2]1[C:6]2[C:7](=[O:20])[N:8]([CH2:12][CH2:13][N:14]3[CH2:19][CH2:18][O:17][CH2:16][CH2:15]3)[CH2:9][CH2:10][CH2:11][C:5]=2[NH:4][C:3]=1[CH:21]=O.[F:23][C:24]1[CH:29]=[CH:28][C:27]([CH2:30][S:31]([C:34]2[CH:35]=[C:36]3[C:40](=[CH:41][CH:42]=2)[NH:39][C:38](=[O:43])[CH2:37]3)(=[O:33])=[O:32])=[CH:26][CH:25]=1.N1CCCCC1.